From a dataset of Peptide-MHC class II binding affinity with 134,281 pairs from IEDB. Regression. Given a peptide amino acid sequence and an MHC pseudo amino acid sequence, predict their binding affinity value. This is MHC class II binding data. (1) The peptide sequence is FAEVLKDAIKDLVMTKPAPTCNIR. The binding affinity (normalized) is 0.628. The MHC is DRB1_0701 with pseudo-sequence DRB1_0701. (2) The binding affinity (normalized) is 0. The peptide sequence is PVTEEPGMAKIPAGE. The MHC is HLA-DPA10103-DPB10301 with pseudo-sequence HLA-DPA10103-DPB10301. (3) The peptide sequence is KTVSEGAVDIINKWQ. The MHC is DRB1_0401 with pseudo-sequence DRB1_0401. The binding affinity (normalized) is 0.130. (4) The peptide sequence is TILSENGVVAPTLPK. The MHC is DRB1_0101 with pseudo-sequence DRB1_0101. The binding affinity (normalized) is 0.764. (5) The peptide sequence is FVQALTTAAASYASV. The MHC is DRB1_1101 with pseudo-sequence DRB1_1101. The binding affinity (normalized) is 0.385. (6) The binding affinity (normalized) is 0.0422. The MHC is HLA-DQA10501-DQB10301 with pseudo-sequence HLA-DQA10501-DQB10301. The peptide sequence is MFFSTMKRPSREKQD. (7) The peptide sequence is LNTLVKQLSSNFGAI. The MHC is DRB1_0701 with pseudo-sequence DRB1_0701. The binding affinity (normalized) is 0.446.